From a dataset of Experimentally validated miRNA-target interactions with 360,000+ pairs, plus equal number of negative samples. Binary Classification. Given a miRNA mature sequence and a target amino acid sequence, predict their likelihood of interaction. (1) The miRNA is hsa-miR-1285-3p with sequence UCUGGGCAACAAAGUGAGACCU. The protein sequence of the target gene is MAGLGLGSAVPVWLAEDDLGCIICQGLLDWPATLPCGHSFCRHCLEALWGARDARRWACPTCRQGAAQQPHLRKNTLLQDLADKYRRAAREIQAGSDPAHCPCPGSSSLSSAAARPRRRPELQRVAVEKSITEVAQELTELVEHLVDIVRSLQNQRPLSESGPDNELSILGKAFSSGVDLSMASPKLVTSDTAAGKIRDILHDLEEIQEKLQESVTWKEAPEAQMQGELLEAPSSSSCPLPDQSHPALRRASRFAQWAIHPTFNLKSLSCSLEVSKDSRTVTVSHRPQPYRWSCERFSTS.... Result: 1 (interaction). (2) The miRNA is hsa-miR-3925-5p with sequence AAGAGAACUGAAAGUGGAGCCU. The protein sequence of the target gene is MESRDHNNPQEGPTSSSGRRAAVEDNHLLIKAVQNEDVDLVQQLLEGGANVNFQEEEGGWTPLHNAVQMSREDIVELLLRHGADPVLRKKNGATPFILAAIAGSVKLLKLFLSKGADVNECDFYGFTAFMEAAVYGKVKALKFLYKRGANVNLRRKTKEDQERLRKGGATALMDAAEKGHVEVLKILLDEMGADVNACDNMGRNALIHALLSSDDSDVEAITHLLLDHGADVNVRGERGKTPLILAVEKKHLGLVQRLLEQEHIEINDTDSDGKTALLLAVELKLKKIAELLCKRGASTD.... Result: 1 (interaction). (3) The miRNA is hsa-miR-548au-3p with sequence UGGCAGUUACUUUUGCACCAG. The protein sequence of the target gene is MQSREDAPRSRRLASPRGGKRPKKIHKPTVSAFFTGPEELKDTAHSAALLAQLKSFYDARLLCDVTIEVVTPGSGPGTGRLFPCNRNVLAAACPYFKSMFTGGMYESQQASVTMHDVDAESFEVLVDYCYTGRVSLSEANVERLYAASDMLQLEYVREACASFLARRLDLTNCTAILKFADAFGHRKLRSQAQSYIAQNFKQLSHMGSIREETLADLTLAQLLAVLRLDSLDVESEQTVCHVAVQWLEAAPKERGPSAAEVFKCVRWMHFTEEDQDYLEGLLTKPIVKKYCLDVIEGALQ.... Result: 1 (interaction). (4) The miRNA is hsa-miR-1251-5p with sequence ACUCUAGCUGCCAAAGGCGCU. The protein sequence of the target gene is MWLKPEEVLLKNALKLWVTQKSSCYFILQRRRGHGEGGGRLTGRLVGALDAVLDSNARVAPFRILLQVPGSQVYSPIACGATLEEINQHWDWLEQNLLHTLSVFDNKDDIASFVKGKVKALIAEETSSRLAEQEEEPEKFREALVKFEARFNFPEAEKLVTYYSCCCWKGRVPRQGWLYLSINHLCFYSFFLGKELKLVVPWVDIQKLERTSNVFLTDTIRITTQNKERDFSMFLNLDEVFKVMEQLADVTLRRLLDNEVFDLDPDLQEPSQITKRDLEARAQNEFFRAFFRLPRKEKLH.... Result: 0 (no interaction). (5) The miRNA is hsa-miR-4776-5p with sequence GUGGACCAGGAUGGCAAGGGCU. The protein sequence of the target gene is MSSTESAGRTADKSPRQQVDRLLVGLRWRRLEEPLGFIKVLQWLFAIFAFGSCGSYSGETGAMVRCNNEAKDVSSIIVAFGYPFRLHRIQYEMPLCDEESSSKTMHLMGDFSAPAEFFVTLGIFSFFYTMAALVIYLRFHNLYTENKRFPLVDFCVTVSFTFFWLVAAAAWGKGLTDVKGATRPSSLTAAMSVCHGEEAVCSAGATPSMGLANISVLFGFINFFLWAGNCWFVFKETPWHGQGQGQDQDQDQDQGQGPSQESAAEQGAVEKQ. Result: 0 (no interaction).